Predict which catalyst facilitates the given reaction. From a dataset of Catalyst prediction with 721,799 reactions and 888 catalyst types from USPTO. (1) Reactant: [Cl:1][C:2]1[C:23]([Cl:24])=[CH:22][C:5]2[N:6]([CH2:14][O:15][CH2:16][CH2:17][Si:18]([CH3:21])([CH3:20])[CH3:19])[C:7]([CH2:9][CH2:10][CH2:11][CH:12]=O)=[N:8][C:4]=2[CH:3]=1.[CH3:25][C:26]1([CH3:52])[O:30][C@@H:29]2[C@@H:31]([CH2:47][NH:48][CH:49]([CH3:51])[CH3:50])[CH2:32][C@@H:33]([N:34]3[C:38]4[N:39]=[CH:40][N:41]=[C:42]([NH:43][CH:44]5[CH2:46][CH2:45]5)[C:37]=4[CH:36]=[CH:35]3)[C@@H:28]2[O:27]1.C(O[BH-](OC(=O)C)OC(=O)C)(=O)C.[Na+]. Product: [Cl:1][C:2]1[C:23]([Cl:24])=[CH:22][C:5]2[N:6]([CH2:14][O:15][CH2:16][CH2:17][Si:18]([CH3:19])([CH3:21])[CH3:20])[C:7]([CH2:9][CH2:10][CH2:11][CH2:12][N:48]([CH2:47][C@@H:31]3[C@H:29]4[O:30][C:26]([CH3:52])([CH3:25])[O:27][C@H:28]4[C@H:33]([N:34]4[C:38]5[N:39]=[CH:40][N:41]=[C:42]([NH:43][CH:44]6[CH2:46][CH2:45]6)[C:37]=5[CH:36]=[CH:35]4)[CH2:32]3)[CH:49]([CH3:50])[CH3:51])=[N:8][C:4]=2[CH:3]=1. The catalyst class is: 26. (2) Reactant: [C:1](Cl)(=[O:6])[C:2]([CH3:5])([CH3:4])[CH3:3].[CH2:8]([CH:16]([CH2:19][CH2:20][CH2:21][CH2:22][CH2:23][CH2:24][CH2:25][CH2:26][CH2:27][CH3:28])[CH2:17][NH2:18])[CH2:9][CH2:10][CH2:11][CH2:12][CH2:13][CH2:14][CH3:15].C(N(CC)CC)C. Product: [C:1]([NH:18][CH2:17][CH:16]([CH2:8][CH2:9][CH2:10][CH2:11][CH2:12][CH2:13][CH2:14][CH3:15])[CH2:19][CH2:20][CH2:21][CH2:22][CH2:23][CH2:24][CH2:25][CH2:26][CH2:27][CH3:28])(=[O:6])[C:2]([CH3:5])([CH3:4])[CH3:3]. The catalyst class is: 194.